The task is: Regression. Given two drug SMILES strings and cell line genomic features, predict the synergy score measuring deviation from expected non-interaction effect.. This data is from NCI-60 drug combinations with 297,098 pairs across 59 cell lines. Drug 1: C(=O)(N)NO. Drug 2: B(C(CC(C)C)NC(=O)C(CC1=CC=CC=C1)NC(=O)C2=NC=CN=C2)(O)O. Cell line: HL-60(TB). Synergy scores: CSS=52.6, Synergy_ZIP=-0.988, Synergy_Bliss=-0.270, Synergy_Loewe=-40.9, Synergy_HSA=0.0909.